This data is from Full USPTO retrosynthesis dataset with 1.9M reactions from patents (1976-2016). The task is: Predict the reactants needed to synthesize the given product. (1) Given the product [Br:1][C:2]1[CH:10]=[C:9]2[C:5]([CH2:6][C:7]3([CH2:16][CH2:15][CH:14]([O:17][CH:22]([F:27])[F:26])[CH2:13][CH2:12]3)[C:8]2=[O:11])=[CH:4][CH:3]=1, predict the reactants needed to synthesize it. The reactants are: [Br:1][C:2]1[CH:10]=[C:9]2[C:5]([CH2:6][C:7]3([CH2:16][CH2:15][CH:14]([OH:17])[CH2:13][CH2:12]3)[C:8]2=[O:11])=[CH:4][CH:3]=1.FS([C:22]([F:27])([F:26])C(O)=O)(=O)=O.O.C(OCC)C. (2) Given the product [Cl:29][C:25]1[C:24]([C:30]2[CH:35]=[CH:34][CH:33]=[C:32]([CH2:36][CH3:37])[CH:31]=2)=[C:23]([C:15]([C@@H:11]2[CH2:12][CH2:13][CH2:14][N:9]([C:7]([C@@H:5]3[CH2:4][C@H:3]([OH:38])[C@H:2]([NH:1][CH2:41][CH2:40][OH:39])[CH2:6]3)=[O:8])[CH2:10]2)([OH:22])[CH2:16][CH2:17][CH2:18][CH2:19][O:20][CH3:21])[CH:28]=[CH:27][CH:26]=1, predict the reactants needed to synthesize it. The reactants are: [NH2:1][C@@H:2]1[CH2:6][C@H:5]([C:7]([N:9]2[CH2:14][CH2:13][CH2:12][C@@H:11]([C:15]([C:23]3[CH:28]=[CH:27][CH:26]=[C:25]([Cl:29])[C:24]=3[C:30]3[CH:35]=[CH:34][CH:33]=[C:32]([CH2:36][CH3:37])[CH:31]=3)([OH:22])[CH2:16][CH2:17][CH2:18][CH2:19][O:20][CH3:21])[CH2:10]2)=[O:8])[CH2:4][C@@H:3]1[OH:38].[OH:39][CH2:40][CH:41]=O.C([BH3-])#N.[Na+].Cl. (3) Given the product [CH3:14][O:13][C:11](=[O:12])[CH2:10][O:8][C:4]([CH3:5])([CH3:3])[C:6]#[CH:7], predict the reactants needed to synthesize it. The reactants are: [H-].[Na+].[CH3:3][C:4]([OH:8])([C:6]#[CH:7])[CH3:5].Br[CH2:10][C:11]([O:13][CH3:14])=[O:12].